Dataset: Reaction yield outcomes from USPTO patents with 853,638 reactions. Task: Predict the reaction yield, written as a fraction of the theoretical maximum amount of product (1.0 means a 100% yield; for example, 0.34 means a 34% yield). (1) The product is [F:9][C:10]1[CH:11]=[C:12]([CH:13]2[S:8][CH2:4][CH2:5][CH2:6][S:7]2)[CH:15]=[C:16]([F:18])[CH:17]=1. The catalyst is C(Cl)Cl. The yield is 0.990. The reactants are O(C)C.[CH2:4]([SH:8])[CH2:5][CH2:6][SH:7].[F:9][C:10]1[CH:11]=[C:12]([CH:15]=[C:16]([F:18])[CH:17]=1)[CH:13]=O.CCOC(C)=O.CCCCCC. (2) The reactants are [C:1]1([N:7]2[C:12](=[O:13])[C:11]3[S:14][CH:15]=[C:16]([C:17]4[CH:22]=[CH:21][CH:20]=[CH:19][CH:18]=4)[C:10]=3[N:9]=[CH:8]2)[CH:6]=[CH:5][CH:4]=[CH:3][CH:2]=1.NC1C(C2C=CC=CC=2)=CSC=1[C:35](OC)=[O:36].C(OCC)(OCC)OCC.COC1C=CC(N)=CC=1. The catalyst is C(O)(=O)C. The product is [CH3:35][O:36][C:4]1[CH:5]=[CH:6][C:1]([N:7]2[C:12](=[O:13])[C:11]3[S:14][CH:15]=[C:16]([C:17]4[CH:18]=[CH:19][CH:20]=[CH:21][CH:22]=4)[C:10]=3[N:9]=[CH:8]2)=[CH:2][CH:3]=1. The yield is 0.310. (3) The reactants are Cl[CH2:2][C:3]1[N:4]=[CH:5][S:6][CH:7]=1.[Cl:8][C:9]1[CH:10]=[C:11]([NH:16][C:17]2[C:26]3[C:21](=[CH:22][CH:23]=[CH:24][C:25]=3[O:27][CH2:28][C@H:29]([N:31]([CH3:36])[C:32](=[O:35])[CH2:33][OH:34])[CH3:30])[N:20]=[CH:19][N:18]=2)[CH:12]=[CH:13][C:14]=1[OH:15]. No catalyst specified. The product is [Cl:8][C:9]1[CH:10]=[C:11]([NH:16][C:17]2[C:26]3[C:21](=[CH:22][CH:23]=[CH:24][C:25]=3[O:27][CH2:28][C@H:29]([N:31]([CH3:36])[C:32](=[O:35])[CH2:33][OH:34])[CH3:30])[N:20]=[CH:19][N:18]=2)[CH:12]=[CH:13][C:14]=1[O:15][CH2:2][C:3]1[N:4]=[CH:5][S:6][CH:7]=1. The yield is 0.640. (4) The reactants are [C:1]([OH:5])(=[O:4])[CH2:2][OH:3].O1[B:11]([C@@H:12]([NH:17][C:18](=[O:31])[CH2:19][NH:20][C:21](=[O:30])[C:22]2[CH:27]=[C:26]([Cl:28])[CH:25]=[CH:24][C:23]=2[Cl:29])[CH2:13][CH:14]([CH3:16])[CH3:15])O[B:11]([C@@H:12]([NH:17][C:18](=[O:31])[CH2:19][NH:20][C:21](=[O:30])[C:22]2[CH:27]=[C:26]([Cl:28])[CH:25]=[CH:24][C:23]=2[Cl:29])[CH2:13][CH:14]([CH3:16])[CH3:15])O[B:11]1[C@@H:12]([NH:17][C:18](=[O:31])[CH2:19][NH:20][C:21](=[O:30])[C:22]1[CH:27]=[C:26]([Cl:28])[CH:25]=[CH:24][C:23]=1[Cl:29])[CH2:13][CH:14]([CH3:16])[CH3:15]. The catalyst is CCOC(C)=O. The product is [Cl:29][C:23]1[CH:24]=[CH:25][C:26]([Cl:28])=[CH:27][C:22]=1[C:21]([NH:20][CH2:19][C:18]([NH:17][C@H:12]([B:11]1[O:4][C:1](=[O:5])[CH2:2][O:3]1)[CH2:13][CH:14]([CH3:16])[CH3:15])=[O:31])=[O:30]. The yield is 0.950.